Dataset: Catalyst prediction with 721,799 reactions and 888 catalyst types from USPTO. Task: Predict which catalyst facilitates the given reaction. (1) Reactant: C(OC([N:8]1[CH2:13][CH:12]=[C:11]([C:14]2[CH:19]=[CH:18][C:17]([Cl:20])=[CH:16][C:15]=2[NH:21][C:22](=[O:30])[C:23]2[CH:28]=[CH:27][CH:26]=[C:25]([Cl:29])[CH:24]=2)[CH2:10][CH2:9]1)=O)(C)(C)C.FC(F)(F)C(O)=O.[OH-].[Na+]. Product: [Cl:29][C:25]1[CH:24]=[C:23]([CH:28]=[CH:27][CH:26]=1)[C:22]([NH:21][C:15]1[CH:16]=[C:17]([Cl:20])[CH:18]=[CH:19][C:14]=1[C:11]1[CH2:12][CH2:13][NH:8][CH2:9][CH:10]=1)=[O:30]. The catalyst class is: 4. (2) Reactant: [Cl:1][C:2]1[C:6]2[CH:7]=[CH:8][CH:9]=[CH:10][C:5]=2[O:4][C:3]=1[CH2:11][NH:12][CH3:13].[O:14]=[C:15]1[CH2:20][O:19][C:18]2[CH:21]=[C:22](/[CH:25]=[CH:26]/[C:27]([OH:29])=O)[CH:23]=[N:24][C:17]=2[NH:16]1.ON1C2C=CC=CC=2N=N1.C(N(C(C)C)CC)(C)C.CN(C)CCCN=C=NCC. Product: [Cl:1][C:2]1[C:6]2[CH:7]=[CH:8][CH:9]=[CH:10][C:5]=2[O:4][C:3]=1[CH2:11][N:12]([CH3:13])[C:27](=[O:29])/[CH:26]=[CH:25]/[C:22]1[CH:23]=[N:24][C:17]2[NH:16][C:15](=[O:14])[CH2:20][O:19][C:18]=2[CH:21]=1. The catalyst class is: 18.